From a dataset of Reaction yield outcomes from USPTO patents with 853,638 reactions. Predict the reaction yield, written as a fraction of the theoretical maximum amount of product (1.0 means a 100% yield; for example, 0.34 means a 34% yield). (1) The reactants are [NH2:1][C:2]1[N:7]=[C:6]([Cl:8])[CH:5]=[C:4]([Cl:9])[N:3]=1.[CH:10]([C:12]1[N:13]=[CH:14][NH:15][CH:16]=1)=O.C(O)C.[BH4-].[Na+]. The catalyst is ClCCl.CC([O-])C.CC([O-])C.CC([O-])C.CC([O-])C.[Ti+4]. The product is [Cl:9][C:4]1[CH:5]=[C:6]([Cl:8])[N:7]=[C:2]([NH:1][CH2:10][C:12]2[N:13]=[CH:14][NH:15][CH:16]=2)[N:3]=1. The yield is 0.260. (2) The reactants are [OH:1][C:2]1[CH:26]=[CH:25][C:5]([C:6]([C:8]2[CH:22]=[CH:21][C:20]([O:23][CH3:24])=[CH:19][C:9]=2[O:10][C@H:11]([CH3:18])[C:12]([O:14][CH2:15][CH2:16][CH3:17])=[O:13])=[O:7])=[CH:4][CH:3]=1.[CH3:27][C:28]1[O:32][C:31]([C:33]2[CH:38]=[CH:37][CH:36]=[CH:35][CH:34]=2)=[N:30][C:29]=1[CH2:39][CH2:40]O.C1(P(C2C=CC=CC=2)C2C=CC=CC=2)C=CC=CC=1.N(C(OCC)=O)=NC(OCC)=O. The catalyst is ClCCl. The product is [CH3:24][O:23][C:20]1[CH:21]=[CH:22][C:8]([C:6](=[O:7])[C:5]2[CH:4]=[CH:3][C:2]([O:1][CH2:40][CH2:39][C:29]3[N:30]=[C:31]([C:33]4[CH:38]=[CH:37][CH:36]=[CH:35][CH:34]=4)[O:32][C:28]=3[CH3:27])=[CH:26][CH:25]=2)=[C:9]([CH:19]=1)[O:10][C@H:11]([CH3:18])[C:12]([O:14][CH2:15][CH2:16][CH3:17])=[O:13]. The yield is 0.940. (3) The reactants are [OH:1][CH:2]([C:6]1[CH:14]=[CH:13][C:9]([C:10]([OH:12])=O)=[CH:8][CH:7]=1)[CH2:3][CH2:4][CH3:5].Cl.[NH2:16][CH2:17][CH2:18][C:19]([O:21][CH2:22][CH3:23])=[O:20].C(N(C(C)C)CC)(C)C. The catalyst is CN(C)C=O. The product is [OH:1][CH:2]([C:6]1[CH:7]=[CH:8][C:9]([C:10]([NH:16][CH2:17][CH2:18][C:19]([O:21][CH2:22][CH3:23])=[O:20])=[O:12])=[CH:13][CH:14]=1)[CH2:3][CH2:4][CH3:5]. The yield is 0.930. (4) The reactants are [CH3:1][O:2][C:3]1[CH:12]=[C:11]2[C:6]([CH2:7][CH2:8][CH:9]=[C:10]2[CH2:13][C:14]#[N:15])=[CH:5][CH:4]=1.C(OCC=C)(=O)C(C)=C. The catalyst is C1(C)C=CC=CC=1.[Pd]. The product is [CH3:1][O:2][C:3]1[CH:12]=[C:11]2[C:6]([CH:7]=[CH:8][CH:9]=[C:10]2[CH2:13][C:14]#[N:15])=[CH:5][CH:4]=1. The yield is 0.910. (5) The reactants are C1OCCOCCOCCOCCOCCOC1.CCC([O-])(C)C.[K+].C1(C)C=CC=CC=1.[NH:33]1[CH:37]=[CH:36][CH:35]=[CH:34]1.Cl[CH2:39][N:40]1[CH2:44][CH:43]([CH2:45][CH2:46][CH3:47])[CH2:42][C:41]1=[O:48]. The catalyst is CCOCC. The product is [CH2:45]([CH:43]1[CH2:44][N:40]([CH2:39][N:33]2[CH:37]=[CH:36][CH:35]=[CH:34]2)[C:41](=[O:48])[CH2:42]1)[CH2:46][CH3:47]. The yield is 0.150. (6) The reactants are Br[CH2:2][C:3]([C:5]1[C:6]([C:11]2[CH:16]=[CH:15][CH:14]=[CH:13][CH:12]=2)=[N:7][O:8][C:9]=1[CH3:10])=O.[NH2:17][C:18]1[C:23]([OH:24])=[CH:22][CH:21]=[CH:20][N:19]=1. No catalyst specified. The product is [CH3:10][C:9]1[O:8][N:7]=[C:6]([C:11]2[CH:16]=[CH:15][CH:14]=[CH:13][CH:12]=2)[C:5]=1[C:3]1[N:17]=[C:18]2[C:23]([OH:24])=[CH:22][CH:21]=[CH:20][N:19]2[CH:2]=1. The yield is 0.0400.